Task: Predict the product of the given reaction.. Dataset: Forward reaction prediction with 1.9M reactions from USPTO patents (1976-2016) (1) Given the reactants [CH3:1][C:2]1([CH3:10])[O:7][C:6](=[O:8])[CH:5]=[C:4]([CH3:9])[O:3]1.[Li+].C[Si]([N-][Si](C)(C)C)(C)C.[C:21]([O:24][CH2:25][C:26](Cl)=[O:27])(=[O:23])[CH3:22], predict the reaction product. The product is: [C:21]([O:24][CH2:25][C:26](=[O:27])[CH2:9][C:4]1[O:3][C:2]([CH3:10])([CH3:1])[O:7][C:6](=[O:8])[CH:5]=1)(=[O:23])[CH3:22]. (2) Given the reactants [CH3:1][C:2]([O:5][C:6]([NH:8][CH2:9][C@@H:10]1[CH2:15][CH2:14][C@H:13]([C:16]([N:18]2[CH2:22][C@@H:21]([N:23]3[CH2:28][CH2:27][NH:26][CH2:25][CH2:24]3)[CH2:20][C@H:19]2[C:29]([NH:31][C:32]2[CH:41]=[CH:40][C:35]([C:36]([O:38][CH3:39])=[O:37])=[CH:34][CH:33]=2)=[O:30])=[O:17])[CH2:12][CH2:11]1)=[O:7])([CH3:4])[CH3:3].C(N(CC)CC)C.Cl[C:50]([O:52][CH3:53])=[O:51], predict the reaction product. The product is: [CH3:39][O:38][C:36]([C:35]1[CH:34]=[CH:33][C:32]([NH:31][C:29]([C@H:19]2[N:18]([C:16]([C@H:13]3[CH2:14][CH2:15][C@@H:10]([CH2:9][NH:8][C:6]([O:5][C:2]([CH3:1])([CH3:3])[CH3:4])=[O:7])[CH2:11][CH2:12]3)=[O:17])[CH2:22][C@@H:21]([N:23]3[CH2:28][CH2:27][N:26]([C:50]([O:52][CH3:53])=[O:51])[CH2:25][CH2:24]3)[CH2:20]2)=[O:30])=[CH:41][CH:40]=1)=[O:37].